From a dataset of Forward reaction prediction with 1.9M reactions from USPTO patents (1976-2016). Predict the product of the given reaction. Given the reactants Cl.[NH2:2][CH2:3][C:4]1[CH:9]=[CH:8][C:7](B(O)O)=[CH:6][CH:5]=1.[CH3:13][O:14][C:15]1[CH:20]=[CH:19][C:18]([C:21]2[CH2:22][C@@H:23]3[N:29]([CH:30]=2)[C:28](=[O:31])[C:27]2[CH:32]=[C:33]([O:74][CH3:75])[C:34]([O:36][CH2:37][CH2:38][CH2:39][O:40][C:41]4[C:71]([O:72][CH3:73])=[CH:70][C:44]5[C:45](=[O:69])[N:46]6[CH:61]=[C:60](S(C(F)(F)F)(=O)=O)[CH2:59][C@H:47]6[C:48](=[O:58])[N:49]([CH2:50][O:51][CH2:52][CH2:53][Si:54]([CH3:57])([CH3:56])[CH3:55])[C:43]=5[CH:42]=4)=[CH:35][C:26]=2[N:25]([CH2:76][O:77][CH2:78][CH2:79][Si:80]([CH3:83])([CH3:82])[CH3:81])[C:24]3=[O:84])=[CH:17][CH:16]=1.C(=O)([O-])[O-].[Na+].[Na+], predict the reaction product. The product is: [NH2:2][CH2:3][C:4]1[CH:9]=[CH:8][C:7]([C:60]2[CH2:59][C@@H:47]3[N:46]([CH:61]=2)[C:45](=[O:69])[C:44]2[CH:70]=[C:71]([O:72][CH3:73])[C:41]([O:40][CH2:39][CH2:38][CH2:37][O:36][C:34]4[C:33]([O:74][CH3:75])=[CH:32][C:27]5[C:28](=[O:31])[N:29]6[CH:30]=[C:21]([C:18]7[CH:17]=[CH:16][C:15]([O:14][CH3:13])=[CH:20][CH:19]=7)[CH2:22][C@H:23]6[C:24](=[O:84])[N:25]([CH2:76][O:77][CH2:78][CH2:79][Si:80]([CH3:81])([CH3:82])[CH3:83])[C:26]=5[CH:35]=4)=[CH:42][C:43]=2[N:49]([CH2:50][O:51][CH2:52][CH2:53][Si:54]([CH3:57])([CH3:56])[CH3:55])[C:48]3=[O:58])=[CH:6][CH:5]=1.